From a dataset of Forward reaction prediction with 1.9M reactions from USPTO patents (1976-2016). Predict the product of the given reaction. (1) Given the reactants [Br:1][C:2]1[CH:7]=[CH:6][C:5]([Cl:8])=[CH:4][C:3]=1[CH2:9][CH2:10]Cl.[I-].[Na+].[S:14]([O-:17])([O-:16])=[O:15].[Na+].[Na+], predict the reaction product. The product is: [Br:1][C:2]1[CH:7]=[CH:6][C:5]([Cl:8])=[CH:4][C:3]=1[CH2:9][CH2:10][S:14]([OH:17])(=[O:16])=[O:15]. (2) Given the reactants Cl.[CH3:2][C:3]1[CH:4]=[C:5]2[C:9](=[CH:10][CH:11]=1)[NH:8][CH:7]=[C:6]2[CH2:12][CH2:13][NH2:14].[C:15]1([C:24]2[CH:29]=[CH:28][CH:27]=[CH:26][CH:25]=2)[CH:20]=[CH:19][C:18]([C:21](Cl)=[O:22])=[CH:17][CH:16]=1.C(N(CC)CC)C.C(OCC)(=O)C, predict the reaction product. The product is: [CH3:2][C:3]1[CH:4]=[C:5]2[C:9](=[CH:10][CH:11]=1)[NH:8][CH:7]=[C:6]2[CH2:12][CH2:13][NH:14][C:21]([C:18]1[CH:19]=[CH:20][C:15]([C:24]2[CH:25]=[CH:26][CH:27]=[CH:28][CH:29]=2)=[CH:16][CH:17]=1)=[O:22]. (3) Given the reactants [Cl:1][C:2]1[CH:7]=[C:6]([F:8])[CH:5]=[CH:4][C:3]=1[OH:9].C([O-])([O-])=O.[K+].[K+].CC#N.Br[CH2:20][F:21], predict the reaction product. The product is: [Cl:1][C:2]1[CH:7]=[C:6]([F:8])[CH:5]=[CH:4][C:3]=1[O:9][CH2:20][F:21]. (4) Given the reactants F[C:2]1[CH:7]=[CH:6][C:5]([S:8]([C:11]2[CH:12]=[CH:13][C:14]([CH3:29])=[C:15]([S:17]([NH:20][CH2:21][CH2:22][CH2:23][N:24]3[CH:28]=[CH:27][N:26]=[CH:25]3)(=[O:19])=[O:18])[CH:16]=2)(=[O:10])=[O:9])=[CH:4][CH:3]=1.[NH2:30][CH2:31][CH2:32][C:33]#[N:34], predict the reaction product. The product is: [C:31]([CH2:32][CH2:33][NH:34][C:2]1[CH:7]=[CH:6][C:5]([S:8]([C:11]2[CH:12]=[CH:13][C:14]([CH3:29])=[C:15]([S:17]([NH:20][CH2:21][CH2:22][CH2:23][N:24]3[CH:28]=[CH:27][N:26]=[CH:25]3)(=[O:19])=[O:18])[CH:16]=2)(=[O:10])=[O:9])=[CH:4][CH:3]=1)#[N:30]. (5) The product is: [Br:8][C:3]1[CH:4]=[CH:5][C:6]([C:15]([OH:16])([CH3:17])[CH3:14])=[CH:7][CH:2]=1. Given the reactants Br[C:2]1[CH:7]=[CH:6][CH:5]=[CH:4][C:3]=1[Br:8].C([Li])CCC.[CH3:14][C:15]([CH3:17])=[O:16].[Cl-].[NH4+], predict the reaction product. (6) Given the reactants [Cl:1][C:2]1[N:7]=[C:6]([NH:8][C@H:9]2[CH2:14][CH2:13][CH2:12][C:11](=[O:15])[CH2:10]2)[C:5]([F:16])=[CH:4][N:3]=1.Br[CH2:18][CH:19]=[CH2:20].[NH4+].[Cl-], predict the reaction product. The product is: [CH2:20]([C:11]1([OH:15])[CH2:12][CH2:13][CH2:14][C@H:9]([NH:8][C:6]2[C:5]([F:16])=[CH:4][N:3]=[C:2]([Cl:1])[N:7]=2)[CH2:10]1)[CH:19]=[CH2:18].